Dataset: Forward reaction prediction with 1.9M reactions from USPTO patents (1976-2016). Task: Predict the product of the given reaction. (1) Given the reactants [CH3:1][C:2]1[CH:7]=[C:6]([CH3:8])[N:5]=[C:4]([N:9]2[CH2:16][CH:15]3[CH:11]([CH2:12][NH:13][CH2:14]3)[CH2:10]2)[N:3]=1.CC(O)=O.[F:21][C:22]1[C:30]([F:31])=[CH:29][CH:28]=[CH:27][C:23]=1[C:24](O)=[O:25], predict the reaction product. The product is: [F:21][C:22]1[C:30]([F:31])=[CH:29][CH:28]=[CH:27][C:23]=1[C:24]([N:13]1[CH2:14][CH:15]2[CH:11]([CH2:10][N:9]([C:4]3[N:5]=[C:6]([CH3:8])[CH:7]=[C:2]([CH3:1])[N:3]=3)[CH2:16]2)[CH2:12]1)=[O:25]. (2) The product is: [NH2:3][C:4]1[C:9]([N+:10]([O-:12])=[O:11])=[CH:8][CH:7]=[CH:6][C:5]=1[O:13][CH3:15]. Given the reactants [OH-].[Na+].[NH2:3][C:4]1[C:9]([N+:10]([O-:12])=[O:11])=[CH:8][CH:7]=[CH:6][C:5]=1[OH:13].I[CH3:15], predict the reaction product.